From a dataset of Full USPTO retrosynthesis dataset with 1.9M reactions from patents (1976-2016). Predict the reactants needed to synthesize the given product. (1) Given the product [CH2:1]([S:13][CH2:21][C@@H:22]1[CH2:26][O:25][C:24]([CH3:28])([CH3:27])[O:23]1)[CH2:2][CH2:3][CH2:4][CH2:5][CH2:6][CH2:7][CH2:8][CH2:9][CH2:10][CH2:11][CH3:12], predict the reactants needed to synthesize it. The reactants are: [CH2:1]([SH:13])[CH2:2][CH2:3][CH2:4][CH2:5][CH2:6][CH2:7][CH2:8][CH2:9][CH2:10][CH2:11][CH3:12].[H-].[Na+].CS(O[CH2:21][C@@H:22]1[CH2:26][O:25][C:24]([CH3:28])([CH3:27])[O:23]1)(=O)=O. (2) Given the product [O:48]1[CH2:49][CH2:50][N:45]([C:40]2[CH:39]=[C:38]([C:32]3[C:33]4[S:34][C:35]5[C:26](=[CH:25][C:24]([NH:23][C@H:19]6[C@@H:18]([N:17]7[CH2:6][CH2:5][O:4][CH2:3][CH2:2]7)[CH2:22][O:21][CH2:20]6)=[CH:37][CH:36]=5)[S:27][C:28]=4[CH:29]=[CH:30][CH:31]=3)[NH:43][C:42](=[O:44])[CH:41]=2)[CH2:46][CH2:47]1, predict the reactants needed to synthesize it. The reactants are: I[CH2:2][CH2:3][O:4][CH2:5][CH2:6]I.C(N(C(C)C)CC)(C)C.[NH2:17][C@H:18]1[CH2:22][O:21][CH2:20][C@H:19]1[NH:23][C:24]1[CH:25]=[C:26]2[C:35](=[CH:36][CH:37]=1)[S:34][C:33]1[C:32]([C:38]3[NH:43][C:42](=[O:44])[CH:41]=[C:40]([N:45]4[CH2:50][CH2:49][O:48][CH2:47][CH2:46]4)[CH:39]=3)=[CH:31][CH:30]=[CH:29][C:28]=1[S:27]2.O. (3) Given the product [NH2:10][CH2:9][C:5]1[C:6](=[O:8])[NH:7][C:2]([CH3:1])=[CH:3][C:4]=1[CH2:11][O:12][CH3:13], predict the reactants needed to synthesize it. The reactants are: [CH3:1][C:2]1[NH:7][C:6](=[O:8])[C:5]([C:9]#[N:10])=[C:4]([CH2:11][O:12][CH3:13])[CH:3]=1.